From a dataset of Blood-brain barrier permeability classification from the B3DB database. Regression/Classification. Given a drug SMILES string, predict its absorption, distribution, metabolism, or excretion properties. Task type varies by dataset: regression for continuous measurements (e.g., permeability, clearance, half-life) or binary classification for categorical outcomes (e.g., BBB penetration, CYP inhibition). Dataset: b3db_classification. (1) The compound is CCCCC1CC(=O)C2(O)OC3C(NC)C(O)C(NC)C(O)C3OC2O1. The result is 0 (does not penetrate BBB). (2) The drug is CCC(=O)N(c1ccccc1)C1(C(=O)OC)CCN(CCc2ccccc2)CC1. The result is 1 (penetrates BBB). (3) The drug is Oc1c(I)cc(Cl)c2cccnc12. The result is 0 (does not penetrate BBB). (4) The molecule is CC1CCc2c(N3CCC(O)CC3)c(F)cc3c(=O)c(C(=O)O)cn1c23. The result is 0 (does not penetrate BBB). (5) The molecule is CC(C)N(CCC(C(N)=O)(c1ccccc1)c1ccccn1)C(C)C. The result is 0 (does not penetrate BBB).